From a dataset of Experimentally validated miRNA-target interactions with 360,000+ pairs, plus equal number of negative samples. Binary Classification. Given a miRNA mature sequence and a target amino acid sequence, predict their likelihood of interaction. The miRNA is hsa-miR-18a-5p with sequence UAAGGUGCAUCUAGUGCAGAUAG. The protein sequence of the target gene is MPRVYIGRLSYNVREKDIQRFFSGYGRLLEVDLKNGYGFVEFEDSRDADDAVYELNGKELCGERVIVEHARGPRRDRDGYSYGSRSGGGGYSSRRTSGRDKYGPPVRTEYRLIVENLSSRCSWQDLKDFMRQAGEVTYADAHKERTNEGVIEFRSYSDMKRALDKLDGTEINGRNIRLIEDKPRTSHRRSYSGSRSRSRSRRRSRSRSRRSSRSRSRSISKSRSRSRSRSKGRSRSRSKGRKSRSKSKSKPKSDRGSHSHSRSRSKDEYEKSRSRSRSRSPKENGKGDIKSKSRSRSQSR.... Result: 1 (interaction).